This data is from Forward reaction prediction with 1.9M reactions from USPTO patents (1976-2016). The task is: Predict the product of the given reaction. (1) Given the reactants [N+:1]([C:4]1[CH:5]=[C:6]([C:10]2[CH:15]=[CH:14][CH:13]=[C:12]([N:16]3[CH2:20][CH2:19][CH2:18][CH2:17]3)[N:11]=2)[CH:7]=[CH:8][CH:9]=1)([O-])=O, predict the reaction product. The product is: [N:16]1([C:12]2[N:11]=[C:10]([C:6]3[CH:5]=[C:4]([CH:9]=[CH:8][CH:7]=3)[NH2:1])[CH:15]=[CH:14][CH:13]=2)[CH2:20][CH2:19][CH2:18][CH2:17]1. (2) Given the reactants [F:1][C:2]([F:14])([F:13])[C:3]([C:6]1O[CH:8]=[CH:9][C:10](=[O:12])[CH:11]=1)([CH3:5])[CH3:4].[NH4+:15].[OH-], predict the reaction product. The product is: [F:1][C:2]([F:14])([F:13])[C:3]([C:6]1[NH:15][CH:8]=[CH:9][C:10](=[O:12])[CH:11]=1)([CH3:5])[CH3:4].